From a dataset of Full USPTO retrosynthesis dataset with 1.9M reactions from patents (1976-2016). Predict the reactants needed to synthesize the given product. The reactants are: [N:1]1([C:8]([C:10]2[CH:15]=[CH:14][C:13]([I:16])=[CH:12][CH:11]=2)=[O:9])[CH2:7][CH2:6][CH2:5][NH:4][CH2:3][CH2:2]1.[CH:17](=O)[CH3:18].C([BH3-])#N.[Na+].[OH-].[Na+]. Given the product [CH2:17]([N:4]1[CH2:5][CH2:6][CH2:7][N:1]([C:8]([C:10]2[CH:15]=[CH:14][C:13]([I:16])=[CH:12][CH:11]=2)=[O:9])[CH2:2][CH2:3]1)[CH3:18], predict the reactants needed to synthesize it.